Task: Predict the product of the given reaction.. Dataset: Forward reaction prediction with 1.9M reactions from USPTO patents (1976-2016) (1) The product is: [Cl:1][C:2]1[C:3]2[C:10]([I:11])=[CH:9][N:8]([CH:19]3[CH2:20][CH2:21][C:16]4([O:15][CH2:14][CH2:13][O:12]4)[CH2:17][CH2:18]3)[C:4]=2[N:5]=[CH:6][N:7]=1. Given the reactants [Cl:1][C:2]1[C:3]2[C:10]([I:11])=[CH:9][NH:8][C:4]=2[N:5]=[CH:6][N:7]=1.[O:12]1[C:16]2([CH2:21][CH2:20][CH:19](O)[CH2:18][CH2:17]2)[O:15][CH2:14][CH2:13]1.C1(P(C2C=CC=CC=2)C2C=CC=CC=2)C=CC=CC=1.CCOC(/N=N/C(OCC)=O)=O, predict the reaction product. (2) Given the reactants [Cl:1][C:2]1[CH:7]=[C:6]([N+:8]([O-])=O)[CH:5]=[C:4]([Cl:11])[C:3]=1[N:12]1[CH:17]=[CH:16][CH:15]=[CH:14][C:13]1=[O:18].[NH4+].[Cl-], predict the reaction product. The product is: [NH2:8][C:6]1[CH:5]=[C:4]([Cl:11])[C:3]([N:12]2[CH:17]=[CH:16][CH:15]=[CH:14][C:13]2=[O:18])=[C:2]([Cl:1])[CH:7]=1. (3) Given the reactants [F:1][C:2]1[CH:3]=[C:4]([CH:27]=[CH:28][C:29]=1[O:30][CH2:31][CH2:32][N:33]1[CH2:38][CH2:37][CH2:36][CH2:35][CH2:34]1)[CH2:5][NH:6][C:7]1[CH:12]=[C:11]([O:13][CH3:14])[CH:10]=[CH:9][C:8]=1[CH:15]1[CH2:24][CH2:23][C:22]2[C:17](=[CH:18][CH:19]=[C:20]([O:25][CH3:26])[CH:21]=2)[CH2:16]1.[CH3:39][O:40][CH2:41][C:42](Cl)=O, predict the reaction product. The product is: [F:1][C:2]1[CH:3]=[C:4]([CH:27]=[CH:28][C:29]=1[O:30][CH2:31][CH2:32][N:33]1[CH2:38][CH2:37][CH2:36][CH2:35][CH2:34]1)[CH2:5][N:6]([CH2:42][CH2:41][O:40][CH3:39])[C:7]1[CH:12]=[C:11]([O:13][CH3:14])[CH:10]=[CH:9][C:8]=1[CH:15]1[CH2:24][CH2:23][C:22]2[C:17](=[CH:18][CH:19]=[C:20]([O:25][CH3:26])[CH:21]=2)[CH2:16]1.